Dataset: Full USPTO retrosynthesis dataset with 1.9M reactions from patents (1976-2016). Task: Predict the reactants needed to synthesize the given product. (1) Given the product [NH2:31][C:25]1[CH:26]=[CH:27][C:28]([NH:30][C:2]2[N:11]=[C:10]([N:12]3[CH2:16][CH2:15][C@H:14]([NH:17][C:18](=[O:20])[CH3:19])[CH2:13]3)[C:9]3[C:4](=[CH:5][CH:6]=[CH:7][CH:8]=3)[N:3]=2)=[CH:29][C:24]=1[N+:21]([O-:23])=[O:22], predict the reactants needed to synthesize it. The reactants are: Cl[C:2]1[N:11]=[C:10]([N:12]2[CH2:16][CH2:15][C@H:14]([NH:17][C:18](=[O:20])[CH3:19])[CH2:13]2)[C:9]2[C:4](=[CH:5][CH:6]=[CH:7][CH:8]=2)[N:3]=1.[N+:21]([C:24]1[CH:29]=[C:28]([NH2:30])[CH:27]=[CH:26][C:25]=1[NH2:31])([O-:23])=[O:22]. (2) Given the product [ClH:1].[CH3:2][O:48][C:46](=[O:47])[C@H:45]([NH2:44])[CH2:49][C:50]1[CH:55]=[CH:54][C:53]([Cl:56])=[CH:52][CH:51]=1, predict the reactants needed to synthesize it. The reactants are: [Cl:1][C:2]1C=CC(C[C@@H](NC(=O)C2C=CC(I)=CC=2NS(C2C3N=CC=NC=3C=CC=2)(=O)=O)C(O)=O)=CC=1.C(OC([NH:44][C@H:45]([CH2:49][C:50]1[CH:55]=[CH:54][C:53]([Cl:56])=[CH:52][CH:51]=1)[C:46]([OH:48])=[O:47])=O)(C)(C)C. (3) Given the product [Cl:22][C:23]1[CH:28]=[CH:27][CH:26]=[CH:25][C:24]=1[NH:29][C:30]([O:1][CH2:2][CH2:3][C:4]1[CH:5]=[C:6]([CH:17]=[CH:18][C:19]=1[O:20][CH3:21])[CH2:7][CH:8]([C:9]([O:11][CH3:12])=[O:10])[C:13]([O:15][CH3:16])=[O:14])=[O:31], predict the reactants needed to synthesize it. The reactants are: [OH:1][CH2:2][CH2:3][C:4]1[CH:5]=[C:6]([CH:17]=[CH:18][C:19]=1[O:20][CH3:21])[CH2:7][CH:8]([C:13]([O:15][CH3:16])=[O:14])[C:9]([O:11][CH3:12])=[O:10].[Cl:22][C:23]1[CH:28]=[CH:27][CH:26]=[CH:25][C:24]=1[N:29]=[C:30]=[O:31]. (4) Given the product [NH2:1][C:2]1[C:7]2[C:8](=[O:20])[N:9]([C:13]3[CH:18]=[CH:17][C:16]([C:23]4[CH:24]=[CH:25][C:26]([CH2:28][S:29]([CH3:32])(=[O:31])=[O:30])=[CH:27][C:22]=4[Cl:21])=[CH:15][CH:14]=3)[CH2:10][CH2:11][O:12][C:6]=2[N:5]=[CH:4][N:3]=1, predict the reactants needed to synthesize it. The reactants are: [NH2:1][C:2]1[C:7]2[C:8](=[O:20])[N:9]([C:13]3[CH:18]=[CH:17][C:16](Br)=[CH:15][CH:14]=3)[CH2:10][CH2:11][O:12][C:6]=2[N:5]=[CH:4][N:3]=1.[Cl:21][C:22]1[CH:27]=[C:26]([CH2:28][S:29]([CH3:32])(=[O:31])=[O:30])[CH:25]=[CH:24][C:23]=1B1OC(C)(C)C(C)(C)O1.P([O-])([O-])([O-])=O.[K+].[K+].[K+].CO. (5) Given the product [C:16]([NH:24][C:25]([NH:15][C:4]1[CH:5]=[C:6]([CH:9]2[CH2:14][CH2:13][O:12][CH2:11][CH2:10]2)[CH:7]=[CH:8][C:3]=1[O:2][CH3:1])=[S:26])(=[O:23])[C:17]1[CH:22]=[CH:21][CH:20]=[CH:19][CH:18]=1, predict the reactants needed to synthesize it. The reactants are: [CH3:1][O:2][C:3]1[CH:8]=[CH:7][C:6]([CH:9]2[CH2:14][CH2:13][O:12][CH2:11][CH2:10]2)=[CH:5][C:4]=1[NH2:15].[C:16]([N:24]=[C:25]=[S:26])(=[O:23])[C:17]1[CH:22]=[CH:21][CH:20]=[CH:19][CH:18]=1. (6) Given the product [Cl:17][C:18]1[C:19]([CH2:24][NH:25][C:11]([CH:7]2[CH2:8][CH2:9][CH:10]3[N:5]([C:4](=[O:14])[CH2:3][C:2]3([CH3:1])[CH3:15])[CH2:6]2)=[O:13])=[N:20][CH:21]=[CH:22][N:23]=1, predict the reactants needed to synthesize it. The reactants are: [CH3:1][C:2]1([CH3:15])[CH:10]2[N:5]([CH2:6][CH:7]([C:11]([OH:13])=O)[CH2:8][CH2:9]2)[C:4](=[O:14])[CH2:3]1.Cl.[Cl:17][C:18]1[C:19]([CH2:24][NH2:25])=[N:20][CH:21]=[CH:22][N:23]=1.C(N(C(C)C)C(C)C)C.CN(C(ON1N=NC2C=CC=NC1=2)=[N+](C)C)C.F[P-](F)(F)(F)(F)F. (7) Given the product [CH3:14][O:10][C:5]1[CH:6]=[CH:7][CH:8]=[CH:9][C:4]=1[CH2:1][CH2:2][CH3:3], predict the reactants needed to synthesize it. The reactants are: [CH2:1]([C:4]1[CH:9]=[CH:8][CH:7]=[CH:6][C:5]=1[OH:10])[CH2:2][CH3:3].[H-].[Na+].I[CH3:14].